From a dataset of HIV replication inhibition screening data with 41,000+ compounds from the AIDS Antiviral Screen. Binary Classification. Given a drug SMILES string, predict its activity (active/inactive) in a high-throughput screening assay against a specified biological target. The molecule is Cc1cc(C(=O)O)c(C)cc1SSc1cc(C)c(C(=O)O)cc1C. The result is 1 (active).